This data is from Reaction yield outcomes from USPTO patents with 853,638 reactions. The task is: Predict the reaction yield, written as a fraction of the theoretical maximum amount of product (1.0 means a 100% yield; for example, 0.34 means a 34% yield). (1) The reactants are [F:1][CH:2]([F:20])[C:3]1[CH:4]=[C:5]([C:9]2[N:14]=[C:13]([S:15][CH3:16])[N:12]=[C:11](O)[C:10]=2[C:18]#[N:19])[CH:6]=[CH:7][CH:8]=1.O=P(Cl)(Cl)[Cl:23]. The catalyst is O1CCOCC1.CN(C=O)C. The product is [F:1][CH:2]([F:20])[C:3]1[CH:4]=[C:5]([C:9]2[N:14]=[C:13]([S:15][CH3:16])[N:12]=[C:11]([Cl:23])[C:10]=2[C:18]#[N:19])[CH:6]=[CH:7][CH:8]=1. The yield is 0.950. (2) The yield is 0.880. The catalyst is CN(C)C=O. The product is [CH3:5][CH:4]([CH3:6])[CH2:3][CH2:2][O:16][C:13]1[CH:14]=[CH:15][C:10]([N+:7]([O-:9])=[O:8])=[CH:11][CH:12]=1. The reactants are Br[CH2:2][CH2:3][CH:4]([CH3:6])[CH3:5].[N+:7]([C:10]1[CH:15]=[CH:14][C:13]([OH:16])=[CH:12][CH:11]=1)([O-:9])=[O:8].C(=O)([O-])[O-].[K+].[K+].